This data is from Catalyst prediction with 721,799 reactions and 888 catalyst types from USPTO. The task is: Predict which catalyst facilitates the given reaction. (1) Product: [C:27]([O:26][C:24]([N:23]=[C:20]([NH:19][C:17]([O:16][C:12]([CH3:15])([CH3:14])[CH3:13])=[O:18])[NH:11][C:6]1[CH:7]=[CH:8][CH:9]=[C:10]2[C:5]=1[CH:4]=[CH:3][N:2]=[CH:1]2)=[O:25])([CH3:30])([CH3:29])[CH3:28]. Reactant: [CH:1]1[C:10]2[CH:9]=[CH:8][CH:7]=[C:6]([NH2:11])[C:5]=2[CH:4]=[CH:3][N:2]=1.[C:12]([O:16][C:17]([NH:19][C:20](=[N:23][C:24]([O:26][C:27]([CH3:30])([CH3:29])[CH3:28])=[O:25])SC)=[O:18])([CH3:15])([CH3:14])[CH3:13].C(N(CC)CC)C. The catalyst class is: 2. (2) Reactant: [CH2:1]([C@@H:3]1[CH2:7][O:6][C:5]([C:8]2[NH:12][C:11]([C:13]3[CH:14]=[C:15]([CH:27]=[C:28]([O:30][C@@H:31]([CH3:35])[CH2:32][O:33]C)[CH:29]=3)[O:16][C:17]3[CH:22]=[N:21][C:20]([S:23]([CH3:26])(=[O:25])=[O:24])=[CH:19][N:18]=3)=[CH:10][CH:9]=2)=[N:4]1)[CH3:2].B(Br)(Br)Br.[OH-].[Na+]. Product: [CH2:1]([C@@H:3]1[CH2:7][O:6][C:5]([C:8]2[NH:12][C:11]([C:13]3[CH:29]=[C:28]([CH:27]=[C:15]([O:16][C:17]4[CH:22]=[N:21][C:20]([S:23]([CH3:26])(=[O:25])=[O:24])=[CH:19][N:18]=4)[CH:14]=3)[O:30][C@@H:31]([CH3:35])[CH2:32][OH:33])=[CH:10][CH:9]=2)=[N:4]1)[CH3:2]. The catalyst class is: 2. (3) Reactant: [CH:1]12[O:8][CH:5]([CH2:6][CH2:7]1)[CH2:4][N:3]([C:9]1[N:10]=[C:11]3[NH:19][C@H:18]([C:20]([F:23])([F:22])[F:21])[CH2:17][CH2:16][N:12]3[C:13](=[O:15])[CH:14]=1)[CH2:2]2.C(=O)([O-])[O-].[Cs+].[Cs+].Br[CH2:31][CH2:32][CH2:33][C:34]1[CH:39]=[CH:38][CH:37]=[CH:36][CH:35]=1. Product: [CH:1]12[O:8][CH:5]([CH2:6][CH2:7]1)[CH2:4][N:3]([C:9]1[N:10]=[C:11]3[N:19]([CH2:31][CH2:32][CH2:33][C:34]4[CH:39]=[CH:38][CH:37]=[CH:36][CH:35]=4)[C@H:18]([C:20]([F:22])([F:21])[F:23])[CH2:17][CH2:16][N:12]3[C:13](=[O:15])[CH:14]=1)[CH2:2]2. The catalyst class is: 3. (4) Reactant: [NH2:1][C:2]1[C:3]([SH:12])=[N:4][CH:5]=[C:6]([C:8]([F:11])([F:10])[F:9])[CH:7]=1.[Cl:13][C:14]1[C:15]([C:20](O)=[O:21])=[N:16][CH:17]=[CH:18][CH:19]=1.CCN=C=NCCCN(C)C.C1C=CC2N(O)N=NC=2C=1. Product: [SH:12][C:3]1[C:2]([NH:1][C:20]([C:15]2[C:14]([Cl:13])=[CH:19][CH:18]=[CH:17][N:16]=2)=[O:21])=[CH:7][C:6]([C:8]([F:9])([F:11])[F:10])=[CH:5][N:4]=1. The catalyst class is: 803.